Dataset: Catalyst prediction with 721,799 reactions and 888 catalyst types from USPTO. Task: Predict which catalyst facilitates the given reaction. (1) Reactant: [Br:1][C:2]1[C:11]([F:12])=[CH:10][C:5]([C:6](OC)=[O:7])=[C:4]([OH:13])[CH:3]=1. Product: [Br:1][C:2]1[C:11]([F:12])=[CH:10][C:5]([CH2:6][OH:7])=[C:4]([OH:13])[CH:3]=1. The catalyst class is: 1. (2) Reactant: O.[OH-].[Li+].[F:4][C:5]([F:46])([F:45])[CH2:6][CH2:7][CH:8]([C:25]1[CH:30]=[CH:29][C:28]([CH2:31][N:32]2[C:37](=[O:38])[CH2:36][O:35][C:34]([C:39]3[CH:44]=[CH:43][CH:42]=[CH:41][CH:40]=3)=[N:33]2)=[CH:27][CH:26]=1)[C:9]([NH:11][C:12]1[CH:20]=[CH:19][CH:18]=[C:17]2[C:13]=1[CH2:14][CH:15]([C:21]([O:23]C)=[O:22])[CH2:16]2)=[O:10].Cl. Product: [F:46][C:5]([F:4])([F:45])[CH2:6][CH2:7][CH:8]([C:25]1[CH:30]=[CH:29][C:28]([CH2:31][N:32]2[C:37](=[O:38])[CH2:36][O:35][C:34]([C:39]3[CH:44]=[CH:43][CH:42]=[CH:41][CH:40]=3)=[N:33]2)=[CH:27][CH:26]=1)[C:9]([NH:11][C:12]1[CH:20]=[CH:19][CH:18]=[C:17]2[C:13]=1[CH2:14][CH:15]([C:21]([OH:23])=[O:22])[CH2:16]2)=[O:10]. The catalyst class is: 20. (3) Reactant: [NH2:1][C:2]1[CH:7]=[CH:6][C:5]([N:8]2[C:13](=[O:14])[C:12]3[C:15]([CH2:30][N:31]([CH2:33][CH2:34][O:35][CH3:36])[CH3:32])=[C:16]([C:18]4[CH:23]=[CH:22][C:21]([NH:24][C:25]([NH:27][CH2:28][CH3:29])=[O:26])=[CH:20][CH:19]=4)[S:17][C:11]=3[N:10]([CH2:37][C:38]3[C:43]([F:44])=[CH:42][CH:41]=[CH:40][C:39]=3[F:45])[C:9]2=[O:46])=[CH:4][CH:3]=1. Product: [CH2:5]([NH:8][C:9]([NH:1][C:2]1[CH:3]=[CH:4][C:5]([N:8]2[C:13](=[O:14])[C:12]3[C:15]([CH2:30][N:31]([CH2:33][CH2:34][O:35][CH3:36])[CH3:32])=[C:16]([C:18]4[CH:23]=[CH:22][C:21]([NH:24][C:25]([NH:27][CH2:28][CH3:29])=[O:26])=[CH:20][CH:19]=4)[S:17][C:11]=3[N:10]([CH2:37][C:38]3[C:43]([F:44])=[CH:42][CH:41]=[CH:40][C:39]=3[F:45])[C:9]2=[O:46])=[CH:6][CH:7]=1)=[O:46])[CH3:4]. The catalyst class is: 17. (4) Reactant: [CH:1]([NH:4][C:5]([C:7]1[C:15]2[C:11](=[CH:12][NH:13][N:14]=2)[CH:10]=[C:9]([CH3:16])[C:8]=1[NH:17][C:18]([C:20]1[N:21]([C:27]2[C:32]([Cl:33])=[CH:31][CH:30]=[CH:29][N:28]=2)[N:22]=[C:23]([O:25][CH3:26])[CH:24]=1)=[O:19])=[O:6])([CH3:3])[CH3:2].[N:34]1[C:41]([F:42])=[N:40][C:38](F)=[N:37][C:35]=1[F:36].C(N(CC)CC)C. Product: [CH:1]([NH:4][C:5]([C:7]1[C:15]2[C:11](=[CH:12][N:13]([C:38]3[N:40]=[C:41]([F:42])[N:34]=[C:35]([F:36])[N:37]=3)[N:14]=2)[CH:10]=[C:9]([CH3:16])[C:8]=1[NH:17][C:18]([C:20]1[N:21]([C:27]2[C:32]([Cl:33])=[CH:31][CH:30]=[CH:29][N:28]=2)[N:22]=[C:23]([O:25][CH3:26])[CH:24]=1)=[O:19])=[O:6])([CH3:3])[CH3:2]. The catalyst class is: 22.